This data is from Full USPTO retrosynthesis dataset with 1.9M reactions from patents (1976-2016). The task is: Predict the reactants needed to synthesize the given product. (1) Given the product [C:46]([O:50][C:51]([NH:53][C@@H:54]([C@@H:55]([CH3:56])[CH2:57][CH3:58])[C:59]([O:45][C@H:29]1[CH2:28][C@H:27]([NH:26][C:21]2[C:20]([C:18]([C:14]3[S:15][C:16]([CH3:17])=[C:12]([C@H:9]4[C:10]5[C:5](=[CH:4][CH:3]=[C:2]([Cl:1])[CH:11]=5)[CH2:6][CH2:7][O:8]4)[CH:13]=3)=[O:19])=[CH:25][N:24]=[CH:23][N:22]=2)[CH2:31][C@@H:30]1[CH2:32][O:33][S:34](=[O:35])(=[O:36])[NH:37][C:38]([O:39][C:40]([CH3:41])([CH3:42])[CH3:43])=[O:44])=[O:60])=[O:52])([CH3:49])([CH3:48])[CH3:47], predict the reactants needed to synthesize it. The reactants are: [Cl:1][C:2]1[CH:11]=[C:10]2[C:5]([CH2:6][CH2:7][O:8][C@H:9]2[C:12]2[CH:13]=[C:14]([C:18]([C:20]3[C:21]([NH:26][C@@H:27]4[CH2:31][C@H:30]([CH2:32][O:33][S:34]([NH:37][C:38](=[O:44])[O:39][C:40]([CH3:43])([CH3:42])[CH3:41])(=[O:36])=[O:35])[C@@H:29]([OH:45])[CH2:28]4)=[N:22][CH:23]=[N:24][CH:25]=3)=[O:19])[S:15][C:16]=2[CH3:17])=[CH:4][CH:3]=1.[C:46]([O:50][C:51]([NH:53][C@H:54]([C:59](O)=[O:60])[C@H:55]([CH2:57][CH3:58])[CH3:56])=[O:52])([CH3:49])([CH3:48])[CH3:47].Cl.CN(C)CCCN=C=NCC. (2) Given the product [Cl:1][C:2]1[CH:3]=[C:4]([NH:8][C:9]2[N:14]=[C:13]([C:15]3[CH:20]=[CH:19][N:18]=[C:17]([C:48]([NH:22][CH2:23][CH2:24][CH2:25][N:26]4[CH2:32][CH2:31][CH2:30][CH2:29][CH2:28][C:27]4=[O:33])=[O:49])[CH:16]=3)[CH:12]=[CH:11][N:10]=2)[CH:5]=[CH:6][CH:7]=1, predict the reactants needed to synthesize it. The reactants are: [Cl:1][C:2]1[CH:3]=[C:4]([NH:8][C:9]2[N:14]=[C:13]([C:15]3[CH:20]=[CH:19][N:18]=[C:17](Cl)[CH:16]=3)[CH:12]=[CH:11][N:10]=2)[CH:5]=[CH:6][CH:7]=1.[NH2:22][CH2:23][CH2:24][CH2:25][N:26]1[CH2:32][CH2:31][CH2:30][CH2:29][CH2:28][C:27]1=[O:33].N12CCCN=C1CCCCC2.Cl.CN(C)[CH:48]=[O:49]. (3) The reactants are: [C:1]([O:5][C:6](=[O:12])[NH:7][CH2:8][CH2:9][CH2:10][OH:11])([CH3:4])([CH3:3])[CH3:2].[N+:13]([C:16]1[CH:21]=[CH:20][C:19](O)=[CH:18][CH:17]=1)([O-:15])=[O:14].C1(P(C2C=CC=CC=2)C2C=CC=CC=2)C=CC=CC=1.N(C(OC(C)C)=O)=NC(OC(C)C)=O. Given the product [C:1]([O:5][C:6](=[O:12])[NH:7][CH2:8][CH2:9][CH2:10][O:11][C:19]1[CH:20]=[CH:21][C:16]([N+:13]([O-:15])=[O:14])=[CH:17][CH:18]=1)([CH3:4])([CH3:2])[CH3:3], predict the reactants needed to synthesize it. (4) Given the product [N+:1]([C:4]1[CH:9]=[CH:8][CH:7]=[CH:6][C:5]=1[NH:10][N:11]=[C:18]([C:13]1[CH:14]=[CH:15][CH:16]=[CH:17][N:12]=1)[CH3:19])([O-:3])=[O:2], predict the reactants needed to synthesize it. The reactants are: [N+:1]([C:4]1[CH:9]=[CH:8][CH:7]=[CH:6][C:5]=1[NH:10][NH2:11])([O-:3])=[O:2].[N:12]1[CH:17]=[CH:16][CH:15]=[CH:14][C:13]=1[C:18](=O)[CH3:19].S(=O)(=O)(O)O.C(O)C. (5) The reactants are: Cl.CN(C)CCCN=C=NCC.CN1CCOCC1.O.ON1C2C=CC=CC=2N=N1.[F:31][C:32]([F:42])([F:41])[C:33]1[CH:34]=[CH:35][C:36]([NH:39][NH2:40])=[N:37][CH:38]=1.[Cl:43][C:44]1[CH:52]=[CH:51][CH:50]=[C:49]([F:53])[C:45]=1[C:46](O)=[O:47]. Given the product [F:42][C:32]([F:31])([F:41])[C:33]1[CH:34]=[CH:35][C:36]([N:39]([C:46](=[O:47])[C:45]2[C:49]([F:53])=[CH:50][CH:51]=[CH:52][C:44]=2[Cl:43])[NH2:40])=[N:37][CH:38]=1, predict the reactants needed to synthesize it. (6) Given the product [C:27]([NH:16][C:2]1([C:25]#[N:22])[CH2:7][CH2:6][CH2:5][N:4]([C:8]([O:10][C:11]([CH3:14])([CH3:13])[CH3:12])=[O:9])[CH2:3]1)(=[O:29])[CH3:28], predict the reactants needed to synthesize it. The reactants are: O=[C:2]1[CH2:7][CH2:6][CH2:5][N:4]([C:8]([O:10][C:11]([CH3:14])([CH3:13])[CH3:12])=[O:9])[CH2:3]1.[Cl-].[NH4+:16].[C-]#N.[K+].C([N:22]([CH2:25]C)CC)C.[C:27](Cl)(=[O:29])[CH3:28].C(=O)([O-])O.[Na+].